Dataset: Full USPTO retrosynthesis dataset with 1.9M reactions from patents (1976-2016). Task: Predict the reactants needed to synthesize the given product. Given the product [CH2:1]([N:3]1[CH2:9][CH2:8][CH2:7][N:6]([C:10]([N:12]2[CH2:15][CH:14]([O:16][C:18]3[CH:19]=[CH:20][C:21]([C:24]([OH:27])([CH3:26])[CH3:25])=[N:22][CH:23]=3)[CH2:13]2)=[O:11])[CH2:5][CH2:4]1)[CH3:2], predict the reactants needed to synthesize it. The reactants are: [CH2:1]([N:3]1[CH2:9][CH2:8][CH2:7][N:6]([C:10]([N:12]2[CH2:15][CH:14]([OH:16])[CH2:13]2)=[O:11])[CH2:5][CH2:4]1)[CH3:2].F[C:18]1[CH:19]=[CH:20][C:21]([C:24]([OH:27])([CH3:26])[CH3:25])=[N:22][CH:23]=1.